Dataset: Full USPTO retrosynthesis dataset with 1.9M reactions from patents (1976-2016). Task: Predict the reactants needed to synthesize the given product. (1) Given the product [Br:1][C:2]1[CH:3]=[C:4]([CH2:11][OH:12])[CH:5]=[C:6]2[C:10]=1[NH:9][CH:8]=[CH:7]2, predict the reactants needed to synthesize it. The reactants are: [Br:1][C:2]1[CH:3]=[C:4]([C:11](OC)=[O:12])[CH:5]=[C:6]2[C:10]=1[NH:9][CH:8]=[CH:7]2.CC(C[AlH]CC(C)C)C.Cl. (2) Given the product [F:1][C:2]1[CH:3]=[CH:4][C:5]([S:10][CH3:11])=[C:6]([CH2:7][NH2:8])[CH:9]=1, predict the reactants needed to synthesize it. The reactants are: [F:1][C:2]1[CH:3]=[CH:4][C:5]([S:10][CH3:11])=[C:6]([CH:9]=1)[C:7]#[N:8].ClC1C=CC(SCC)=C(CN)C=1. (3) The reactants are: [CH2:1]([S:3][C:4]1[C:9]([C:10]([O:12]CC)=[O:11])=[CH:8][CH:7]=[C:6]([C:15]([F:18])([F:17])[F:16])[N:5]=1)[CH3:2].[OH-].[K+].Cl. Given the product [CH2:1]([S:3][C:4]1[C:9]([C:10]([OH:12])=[O:11])=[CH:8][CH:7]=[C:6]([C:15]([F:18])([F:16])[F:17])[N:5]=1)[CH3:2], predict the reactants needed to synthesize it. (4) Given the product [NH2:1][C:4]1[CH:5]=[C:6]([C:10]2[N:11]=[C:12]([NH:15][C:16](=[O:26])[CH2:17][CH2:18][CH2:19][CH2:20][CH2:21][CH2:22][C:23]([OH:25])=[O:24])[S:13][CH:14]=2)[CH:7]=[CH:8][CH:9]=1, predict the reactants needed to synthesize it. The reactants are: [N+:1]([C:4]1[CH:5]=[C:6]([C:10]2[N:11]=[C:12]([NH:15][C:16](=[O:26])[CH2:17][CH2:18][CH2:19][CH2:20][CH2:21][CH2:22][C:23]([OH:25])=[O:24])[S:13][CH:14]=2)[CH:7]=[CH:8][CH:9]=1)([O-])=O.COC(=O)CCCCCCC(NC1SC=C(C2C=CC=C(N)C=2)N=1)=O. (5) Given the product [N:1]1([C:6]([C:8]2[CH:9]=[C:10]([NH:11][C:23]3[C:32]4[C:27](=[CH:28][C:29]([Cl:33])=[CH:30][CH:31]=4)[N:26]=[CH:25][CH:24]=3)[CH:12]=[C:13]([C:15]([N:17]3[CH2:18][CH2:19][CH2:20][CH2:21]3)=[O:16])[CH:14]=2)=[O:7])[CH2:5][CH2:4][CH2:3][CH2:2]1, predict the reactants needed to synthesize it. The reactants are: [N:1]1([C:6]([C:8]2[CH:9]=[C:10]([CH:12]=[C:13]([C:15]([N:17]3[CH2:21][CH2:20][CH2:19][CH2:18]3)=[O:16])[CH:14]=2)[NH2:11])=[O:7])[CH2:5][CH2:4][CH2:3][CH2:2]1.Cl[C:23]1[C:32]2[C:27](=[CH:28][C:29]([Cl:33])=[CH:30][CH:31]=2)[N:26]=[CH:25][CH:24]=1.Cl. (6) Given the product [CH:1](=[O:10])[CH:2]=[CH:3][C:4]1[CH:9]=[CH:8][CH:7]=[CH:6][CH:5]=1, predict the reactants needed to synthesize it. The reactants are: [CH2:1]([OH:10])[CH:2]=[CH:3][C:4]1[CH:9]=[CH:8][CH:7]=[CH:6][CH:5]=1.CC(C)[O-].[Al+3].CC(C)[O-].CC(C)[O-].[N+](C1C=CC=CC=1C=O)([O-])=O.Cl. (7) Given the product [CH3:15][O:12][C:11]([C:7]1[NH:8][C:9]2[C:5]([CH:6]=1)=[CH:4][CH:3]=[C:2]([OH:1])[CH:10]=2)=[O:13], predict the reactants needed to synthesize it. The reactants are: [OH:1][C:2]1[CH:10]=[C:9]2[C:5]([CH:6]=[C:7]([C:11]([OH:13])=[O:12])[NH:8]2)=[CH:4][CH:3]=1.Cl.[CH3:15]O.